From a dataset of Forward reaction prediction with 1.9M reactions from USPTO patents (1976-2016). Predict the product of the given reaction. (1) Given the reactants Cl.[NH2:2][C@@H:3]1[CH2:8][CH2:7][C@H:6]([NH:9][C:10]([C:12]2[C:16]3[N:17]=[CH:18][N:19]=[C:20]([C:21]4[CH:26]=[C:25]([CH2:27][CH3:28])[CH:24]=[CH:23][C:22]=4[O:29][CH2:30][CH:31]4[CH2:33][CH2:32]4)[C:15]=3[NH:14][C:13]=2[CH3:34])=[O:11])[CH2:5][CH2:4]1.[CH3:35][O:36][CH2:37][C:38](Cl)=[O:39], predict the reaction product. The product is: [CH:31]1([CH2:30][O:29][C:22]2[CH:23]=[CH:24][C:25]([CH2:27][CH3:28])=[CH:26][C:21]=2[C:20]2[C:15]3[NH:14][C:13]([CH3:34])=[C:12]([C:10]([NH:9][C@H:6]4[CH2:7][CH2:8][C@@H:3]([NH:2][C:38](=[O:39])[CH2:37][O:36][CH3:35])[CH2:4][CH2:5]4)=[O:11])[C:16]=3[N:17]=[CH:18][N:19]=2)[CH2:32][CH2:33]1. (2) Given the reactants [NH2:1][C:2]1[CH:10]=[C:9]2[C:5]([CH2:6][O:7][C:8]2=[C:11]2[C:19]3[C:14](=[CH:15][CH:16]=[C:17]([Cl:20])[CH:18]=3)[NH:13][C:12]2=[O:21])=[CH:4][CH:3]=1.C(N(CC)CC)C.Br[CH2:30][CH2:31][C:32](Cl)=[O:33].O, predict the reaction product. The product is: [Cl:20][C:17]1[CH:18]=[C:19]2[C:14](=[CH:15][CH:16]=1)[NH:13][C:12](=[O:21])[C:11]2=[C:8]1[C:9]2[C:5](=[CH:4][CH:3]=[C:2]([NH:1][C:32](=[O:33])[CH:31]=[CH2:30])[CH:10]=2)[CH2:6][O:7]1. (3) Given the reactants [NH2:1][C:2]1[N:7]=[C:6](S(C)=O)[C:5]([C:11]2[CH:12]=[CH:13][C:14](=[O:20])[N:15]([CH:17]([CH3:19])[CH3:18])[N:16]=2)=[C:4]([C:21]2[CH:26]=[CH:25][CH:24]=[CH:23][CH:22]=2)[N:3]=1.[NH2:27][CH2:28][CH2:29][OH:30], predict the reaction product. The product is: [NH2:1][C:2]1[N:7]=[C:6]([NH:27][CH2:28][CH2:29][OH:30])[C:5]([C:11]2[CH:12]=[CH:13][C:14](=[O:20])[N:15]([CH:17]([CH3:19])[CH3:18])[N:16]=2)=[C:4]([C:21]2[CH:26]=[CH:25][CH:24]=[CH:23][CH:22]=2)[N:3]=1. (4) Given the reactants [CH3:1][O:2][CH2:3][CH2:4][O:5][C:6]1[CH:11]=[CH:10][N:9]2[C:12]([C:15]3[CH:24]=[CH:23][C:22]4[C:17](=[C:18]([N:25]5[CH2:30][CH2:29][N:28](C(OC(C)(C)C)=O)[CH2:27][CH2:26]5)[CH:19]=[CH:20][CH:21]=4)[N:16]=3)=[CH:13][N:14]=[C:8]2[CH:7]=1.FC(F)(F)C(O)=O, predict the reaction product. The product is: [CH3:1][O:2][CH2:3][CH2:4][O:5][C:6]1[CH:11]=[CH:10][N:9]2[C:12]([C:15]3[CH:24]=[CH:23][C:22]4[C:17](=[C:18]([N:25]5[CH2:30][CH2:29][NH:28][CH2:27][CH2:26]5)[CH:19]=[CH:20][CH:21]=4)[N:16]=3)=[CH:13][N:14]=[C:8]2[CH:7]=1. (5) Given the reactants Br[C:2]1[CH:3]=[N:4][C:5]2[N:6]([CH:8]=[C:9]([CH2:11][O:12][C:13]3[CH:18]=[CH:17][CH:16]=[CH:15][N:14]=3)[N:10]=2)[CH:7]=1.[NH2:19][C:20]1[CH:21]=[C:22](B(O)O)[CH:23]=[CH:24][C:25]=1[F:26], predict the reaction product. The product is: [F:26][C:25]1[CH:24]=[CH:23][C:22]([C:2]2[CH:3]=[N:4][C:5]3[N:6]([CH:8]=[C:9]([CH2:11][O:12][C:13]4[CH:18]=[CH:17][CH:16]=[CH:15][N:14]=4)[N:10]=3)[CH:7]=2)=[CH:21][C:20]=1[NH2:19]. (6) Given the reactants Br[C:2]1[CH:10]=[C:9]2[C:5]([CH:6]=[N:7][NH:8]2)=[C:4]([NH:11][C:12]([C:14]2[N:15]=[C:16]([CH3:19])[S:17][CH:18]=2)=[O:13])[CH:3]=1.C([O-])(=O)C.[K+].CC1(C)C(C)(C)OB(B2OC(C)(C)C(C)(C)O2)O1.Br[C:44]1[CH:45]=[C:46]([NH:51][S:52]([C:55]2[CH:60]=[CH:59][CH:58]=[CH:57][CH:56]=2)(=[O:54])=[O:53])[C:47]([Cl:50])=[N:48][CH:49]=1.C(=O)(O)[O-].[Na+], predict the reaction product. The product is: [Cl:50][C:47]1[N:48]=[CH:49][C:44]([C:2]2[CH:10]=[C:9]3[C:5]([CH:6]=[N:7][NH:8]3)=[C:4]([NH:11][C:12]([C:14]3[N:15]=[C:16]([CH3:19])[S:17][CH:18]=3)=[O:13])[CH:3]=2)=[CH:45][C:46]=1[NH:51][S:52]([C:55]1[CH:56]=[CH:57][CH:58]=[CH:59][CH:60]=1)(=[O:54])=[O:53]. (7) Given the reactants [C:1]1([S:7]([CH2:10][C:11]2[CH:29]=[CH:28][CH:27]=[CH:26][C:12]=2[CH2:13][N:14]2[CH2:19][CH2:18][N:17]([CH2:20][C:21](OCC)=[O:22])[CH2:16][CH2:15]2)(=[O:9])=[O:8])[CH:6]=[CH:5][CH:4]=[CH:3][CH:2]=1.[NH2:30][NH2:31].C(O)C, predict the reaction product. The product is: [C:1]1([S:7]([CH2:10][C:11]2[CH:29]=[CH:28][CH:27]=[CH:26][C:12]=2[CH2:13][N:14]2[CH2:19][CH2:18][N:17]([CH2:20][C:21]([NH:30][NH2:31])=[O:22])[CH2:16][CH2:15]2)(=[O:8])=[O:9])[CH:2]=[CH:3][CH:4]=[CH:5][CH:6]=1. (8) Given the reactants [C:1]([C:3]1[CH:8]=[CH:7][C:6]([CH:9]2[CH2:14][CH2:13][N:12]([C:15]([C:17]3[CH:18]=[CH:19][C:20]([CH3:36])=[C:21]([NH:23][S:24]([C:27]4[CH:35]=[CH:34][CH:33]=[CH:32][C:28]=4[C:29]([OH:31])=O)(=[O:26])=[O:25])[CH:22]=3)=[O:16])[CH2:11][CH2:10]2)=[CH:5][CH:4]=1)#[N:2].[NH:37]1[CH2:42][CH2:41][O:40][CH2:39][CH2:38]1, predict the reaction product. The product is: [C:1]([C:3]1[CH:4]=[CH:5][C:6]([CH:9]2[CH2:14][CH2:13][N:12]([C:15]([C:17]3[CH:18]=[CH:19][C:20]([CH3:36])=[C:21]([NH:23][S:24]([C:27]4[CH:35]=[CH:34][CH:33]=[CH:32][C:28]=4[C:29]([N:37]4[CH2:42][CH2:41][O:40][CH2:39][CH2:38]4)=[O:31])(=[O:25])=[O:26])[CH:22]=3)=[O:16])[CH2:11][CH2:10]2)=[CH:7][CH:8]=1)#[N:2].